Dataset: Full USPTO retrosynthesis dataset with 1.9M reactions from patents (1976-2016). Task: Predict the reactants needed to synthesize the given product. (1) Given the product [CH3:23][C@@:28]1([C:11]2[CH:10]=[CH:9][C:8]([O:7][C@H:2]3[CH2:3][CH2:4][CH2:5][CH2:6][O:1]3)=[CH:13][CH:12]=2)[C:27](=[O:29])[NH:22][C:17](=[O:20])[NH:21]1, predict the reactants needed to synthesize it. The reactants are: [O:1]1[CH2:6][CH2:5][CH2:4][CH2:3][CH:2]1[O:7][C:8]1[CH:13]=[CH:12][C:11](C(=O)C)=[CH:10][CH:9]=1.[C:17](=[O:20])([O-])[O-].[NH4+:21].[NH4+:22].[C-:23]#N.[K+].Cl.[CH2:27]([OH:29])[CH3:28]. (2) Given the product [CH2:1]([N:5]([CH2:29][C:30]1[CH:31]=[CH:32][C:33]([C:36]([F:37])([F:38])[F:39])=[CH:34][CH:35]=1)[C:6](=[O:28])[CH2:7][O:8][C:9]1[CH:10]=[CH:11][C:12]([CH2:15][CH2:16][O:17][C:18]2[CH:27]=[CH:26][CH:25]=[CH:24][C:19]=2[C:20]([OH:22])=[O:21])=[CH:13][CH:14]=1)[CH:2]([CH3:4])[CH3:3], predict the reactants needed to synthesize it. The reactants are: [CH2:1]([N:5]([CH2:29][C:30]1[CH:35]=[CH:34][C:33]([C:36]([F:39])([F:38])[F:37])=[CH:32][CH:31]=1)[C:6](=[O:28])[CH2:7][O:8][C:9]1[CH:14]=[CH:13][C:12]([CH2:15][CH2:16][O:17][C:18]2[CH:27]=[CH:26][CH:25]=[CH:24][C:19]=2[C:20]([O:22]C)=[O:21])=[CH:11][CH:10]=1)[CH:2]([CH3:4])[CH3:3].O.[OH-].[Li+]. (3) The reactants are: [Cl:1][S:2]([OH:5])(=O)=[O:3].[CH2:6]([O:8][C:9](=[O:21])[CH2:10][O:11][C:12]1[CH:17]=[CH:16][CH:15]=[CH:14][C:13]=1[CH2:18][CH2:19][CH3:20])[CH3:7]. Given the product [CH2:6]([O:8][C:9](=[O:21])[CH2:10][O:11][C:12]1[CH:17]=[CH:16][C:15]([S:2]([Cl:1])(=[O:5])=[O:3])=[CH:14][C:13]=1[CH2:18][CH2:19][CH3:20])[CH3:7], predict the reactants needed to synthesize it.